Dataset: Reaction yield outcomes from USPTO patents with 853,638 reactions. Task: Predict the reaction yield, written as a fraction of the theoretical maximum amount of product (1.0 means a 100% yield; for example, 0.34 means a 34% yield). (1) The reactants are [N:1]([O-])=O.[Na+].[NH2:5][C:6]1[C:7]([CH3:17])=[CH:8][C:9]([Cl:16])=[C:10]([CH:15]=1)[C:11]([O:13][CH3:14])=[O:12].[Sn](Cl)Cl. The catalyst is O.Cl. The product is [Cl:16][C:9]1[CH:8]=[C:7]([CH3:17])[C:6]([NH:5][NH2:1])=[CH:15][C:10]=1[C:11]([O:13][CH3:14])=[O:12]. The yield is 0.620. (2) The reactants are [Cl:1][C:2]1[CH:30]=[CH:29][CH:28]=[CH:27][C:3]=1[C:4]([NH:6][C:7]1[S:22][C:10]2[CH2:11][N:12]([C:15]([O:17][C:18]([CH3:21])([CH3:20])[CH3:19])=[O:16])[CH2:13][CH2:14][C:9]=2[C:8]=1[C:23]([O:25]C)=O)=[O:5].[NH3:31]. The catalyst is CO. The product is [C:23]([C:8]1[C:9]2[CH2:14][CH2:13][N:12]([C:15]([O:17][C:18]([CH3:21])([CH3:20])[CH3:19])=[O:16])[CH2:11][C:10]=2[S:22][C:7]=1[NH:6][C:4](=[O:5])[C:3]1[CH:27]=[CH:28][CH:29]=[CH:30][C:2]=1[Cl:1])(=[O:25])[NH2:31]. The yield is 0.730.